This data is from Reaction yield outcomes from USPTO patents with 853,638 reactions. The task is: Predict the reaction yield, written as a fraction of the theoretical maximum amount of product (1.0 means a 100% yield; for example, 0.34 means a 34% yield). The reactants are [F:1][C:2]1[CH:28]=[C:27]([F:29])[CH:26]=[CH:25][C:3]=1[O:4][C:5]1[CH:10]=[CH:9][C:8]([CH2:11][NH2:12])=[CH:7][C:6]=1[C:13]1[C:21]2[C:16](=[C:17]([O:22][CH3:23])[N:18]=[CH:19][CH:20]=2)[N:15]([CH3:24])[CH:14]=1.[CH3:30][O:31][C:32]1[CH:37]=[CH:36][CH:35]=[CH:34][C:33]=1[S:38](Cl)(=[O:40])=[O:39].C(N(CC)CC)C. The catalyst is ClCCl. The product is [F:1][C:2]1[CH:28]=[C:27]([F:29])[CH:26]=[CH:25][C:3]=1[O:4][C:5]1[CH:10]=[CH:9][C:8]([CH2:11][NH:12][S:38]([C:33]2[CH:34]=[CH:35][CH:36]=[CH:37][C:32]=2[O:31][CH3:30])(=[O:40])=[O:39])=[CH:7][C:6]=1[C:13]1[C:21]2[C:16](=[C:17]([O:22][CH3:23])[N:18]=[CH:19][CH:20]=2)[N:15]([CH3:24])[CH:14]=1. The yield is 1.00.